This data is from Forward reaction prediction with 1.9M reactions from USPTO patents (1976-2016). The task is: Predict the product of the given reaction. (1) Given the reactants C(OS(C1C=CC=CC=1)(=O)=O)CCCCCCCCCCC.[Na].[CH:24]([C:26]1[CH:31]=[CH:30][CH:29]=[CH:28][C:27]=1[CH:32]=[CH2:33])=[CH2:25].[CH2:34]([CH:36]=[CH:37][C:38]1[CH:43]=[CH:42][CH:41]=[CH:40][CH:39]=1)[CH3:35], predict the reaction product. The product is: [CH:24]([C:26]1[CH:31]=[CH:30][CH:29]=[CH:28][C:27]=1[CH:32]=[CH2:33])=[CH2:25].[CH2:34]([CH:36]=[CH:37][C:38]1[CH:43]=[CH:42][CH:41]=[CH:40][CH:39]=1)[CH3:35]. (2) Given the reactants [N+:1]([CH:4]=[CH:5][C:6]1[CH:11]=[CH:10][CH:9]=[CH:8][CH:7]=1)([O-:3])=[O:2].[SH:12][CH2:13][C:14]([OH:16])=[O:15].C(OCC)(=O)C, predict the reaction product. The product is: [N+:1]([CH2:4][CH:5]([S:12][CH2:13][C:14]([OH:16])=[O:15])[C:6]1[CH:11]=[CH:10][CH:9]=[CH:8][CH:7]=1)([O-:3])=[O:2].